Dataset: Peptide-MHC class I binding affinity with 185,985 pairs from IEDB/IMGT. Task: Regression. Given a peptide amino acid sequence and an MHC pseudo amino acid sequence, predict their binding affinity value. This is MHC class I binding data. The binding affinity (normalized) is 0.0910. The peptide sequence is ALVEICTEM. The MHC is HLA-A68:02 with pseudo-sequence HLA-A68:02.